From a dataset of Forward reaction prediction with 1.9M reactions from USPTO patents (1976-2016). Predict the product of the given reaction. (1) The product is: [Br:1][C:2]1[S:6][C:5]([N+:7]([O-:9])=[O:8])=[C:4]([CH:10]=[O:14])[CH:3]=1. Given the reactants [Br:1][C:2]1[S:6][C:5]([N+:7]([O-:9])=[O:8])=[C:4]([CH:10](Cl)Cl)[CH:3]=1.C(O)=[O:14], predict the reaction product. (2) Given the reactants COC1[CH:8]=[CH:7][C:6]([C:9]2[C:13]([CH3:14])=[C:12]([CH3:15])[N:11]([CH3:16])[N:10]=2)=[CH:5][C:4]=1C.Br.[C:19]([OH:22])(=O)[CH3:20], predict the reaction product. The product is: [CH3:16][N:11]1[C:12]([CH3:15])=[C:13]([CH3:14])[C:9]([C:6]2[C:7]([CH3:8])=[C:19]([OH:22])[CH:20]=[CH:4][CH:5]=2)=[N:10]1. (3) Given the reactants [C:1]([O:4][C:5]1[C:6]([CH3:19])=[C:7]2[C:12](=[C:13]([CH3:16])[C:14]=1[CH3:15])[O:11][C:10]([CH3:18])([CH3:17])[CH2:9][CH2:8]2)(=[O:3])[CH3:2].ClC1C(=O)C(C#N)=C(C#N)C(=O)C=1Cl, predict the reaction product. The product is: [C:1]([O:4][C:5]1[C:6]([CH3:19])=[C:7]2[C:12](=[C:13]([CH3:16])[C:14]=1[CH3:15])[O:11][C:10]([CH3:18])([CH3:17])[CH:9]=[CH:8]2)(=[O:3])[CH3:2]. (4) The product is: [C:1]1([C:7]2([CH3:17])[C:12](=[O:13])[N:11]([CH3:14])[C:10](=[O:15])[N:9]([CH2:19][C:20](=[O:21])[C:22]3[S:23][CH:24]=[CH:25][CH:26]=3)[C:8]2=[O:16])[CH2:6][CH2:5][CH2:4][CH2:3][CH:2]=1. Given the reactants [C:1]1([C:7]2([CH3:17])[C:12](=[O:13])[N:11]([CH3:14])[C:10](=[O:15])[NH:9][C:8]2=[O:16])[CH2:6][CH2:5][CH2:4][CH2:3][CH:2]=1.Cl[CH2:19][C:20]([C:22]1[S:23][CH:24]=[CH:25][CH:26]=1)=[O:21], predict the reaction product. (5) Given the reactants [CH2:1]([O:3][C:4]([C:6]1[N:7]([CH3:13])[C:8](Br)=[N:9][C:10]=1[CH3:11])=[O:5])[CH3:2].[C:14]([C:16]1[CH:17]=[C:18]([N:22]2[C:26]([CH3:27])=[CH:25][CH:24]=[C:23]2[CH3:28])[CH:19]=[CH:20][CH:21]=1)#[CH:15], predict the reaction product. The product is: [CH2:1]([O:3][C:4]([C:6]1[N:7]([CH3:13])[C:8]([C:15]#[C:14][C:16]2[CH:21]=[CH:20][CH:19]=[C:18]([N:22]3[C:26]([CH3:27])=[CH:25][CH:24]=[C:23]3[CH3:28])[CH:17]=2)=[N:9][C:10]=1[CH3:11])=[O:5])[CH3:2]. (6) Given the reactants C(OC([N:8]1[CH2:13][CH2:12][N:11]([S:14]([C:17]2[CH:22]=[CH:21][CH:20]=[C:19]([F:23])[CH:18]=2)(=[O:16])=[O:15])[CH2:10][CH2:9]1)=O)(C)(C)C.[ClH:24], predict the reaction product. The product is: [ClH:24].[F:23][C:19]1[CH:18]=[C:17]([S:14]([N:11]2[CH2:12][CH2:13][NH:8][CH2:9][CH2:10]2)(=[O:15])=[O:16])[CH:22]=[CH:21][CH:20]=1.